This data is from hERG potassium channel inhibition data for cardiac toxicity prediction from Karim et al.. The task is: Regression/Classification. Given a drug SMILES string, predict its toxicity properties. Task type varies by dataset: regression for continuous values (e.g., LD50, hERG inhibition percentage) or binary classification for toxic/non-toxic outcomes (e.g., AMES mutagenicity, cardiotoxicity, hepatotoxicity). Dataset: herg_karim. (1) The drug is O=C(C1CC1c1ccc(C(F)(F)F)cc1)N1CCN(S(=O)(=O)c2cc(-c3c[nH]nn3)cc(C(F)(F)F)c2)CC1. The result is 1 (blocker). (2) The molecule is Cc1cccnc1CN1CCC2(CC1)C(=O)N(c1ccc(-c3ccno3)cc1)C(=O)N2c1cc(O)ncn1. The result is 0 (non-blocker). (3) The result is 1 (blocker). The compound is Cc1ncoc1-c1nnc(SCCCN2C[C@H]3C[C@@]3(c3cccc(C(F)(F)F)c3F)C2)n1C. (4) The compound is COC(=O)N1CCC(CN2CCC(CNC(=O)c3cccc4[nH]c(C(C)C)nc34)CC2)CC1. The result is 0 (non-blocker). (5) The molecule is N[C@H]1CC(C(=O)N2CCn3c(nnc3C(F)(F)F)C2)=CC[C@@H]1c1cc(F)c(F)c(F)c1.O=C(O)C(F)(F)F. The result is 0 (non-blocker). (6) The compound is CC(C)(C)C(=O)N1Cc2ccc(/C=C/C(=O)NO)cc2C1. The result is 0 (non-blocker). (7) The drug is CC(C)(O)C#Cc1cnc(Nc2cnc(C#N)cn2)cc1NC[C@@H]1CNCCO1. The result is 0 (non-blocker).